From a dataset of Forward reaction prediction with 1.9M reactions from USPTO patents (1976-2016). Predict the product of the given reaction. (1) Given the reactants [Br:1][C:2]1[C:7]([CH3:8])=[CH:6][C:5](B2OC(C)(C)C(C)(C)O2)=[CH:4][C:3]=1[CH3:18].Br[C:20]1[CH:25]=[CH:24][CH:23]=[CH:22][N:21]=1, predict the reaction product. The product is: [Br:1][C:2]1[C:3]([CH3:18])=[CH:4][C:5]([C:20]2[CH:25]=[CH:24][CH:23]=[CH:22][N:21]=2)=[CH:6][C:7]=1[CH3:8]. (2) Given the reactants Cl.[CH3:2][C:3]1[S:7][C:6]([CH:8]([NH:12][C:13]2[CH:18]=[CH:17][CH:16]=[CH:15][CH:14]=2)[C:9]([OH:11])=[O:10])=[CH:5][CH:4]=1.[N:19]12[CH2:26][CH2:25][CH:22]([CH2:23][CH2:24]1)[C@@H:21](O)[CH2:20]2.N1(O)C2C=CC=CC=2N=N1.C1CCC(N=C=NC2CCCCC2)CC1, predict the reaction product. The product is: [N:19]12[CH2:26][CH2:25][CH:22]([CH2:23][CH2:24]1)[C@@H:21]([O:10][C:9](=[O:11])[CH:8]([C:6]1[S:7][C:3]([CH3:2])=[CH:4][CH:5]=1)[NH:12][C:13]1[CH:18]=[CH:17][CH:16]=[CH:15][CH:14]=1)[CH2:20]2. (3) Given the reactants [Cl:1][C:2]1(Cl)[CH2:7][C:6]([CH3:9])([CH3:8])[CH2:5][NH:4][C:3]1=[O:10].[H][H], predict the reaction product. The product is: [Cl:1][CH:2]1[CH2:7][C:6]([CH3:9])([CH3:8])[CH2:5][NH:4][C:3]1=[O:10].